Dataset: Forward reaction prediction with 1.9M reactions from USPTO patents (1976-2016). Task: Predict the product of the given reaction. (1) Given the reactants [C:1]([C:5]1[CH:30]=[CH:29][C:8]([C:9]([NH:11][CH:12]2[CH2:17][CH2:16][CH2:15][CH:14]([NH:18][C:19]3[N:27]=[C:26](Cl)[N:25]=[C:24]4[C:20]=3[N:21]=[CH:22][NH:23]4)[CH2:13]2)=[O:10])=[CH:7][CH:6]=1)([CH3:4])([CH3:3])[CH3:2].[CH3:31][N:32]1[CH:36]=[C:35]([NH2:37])[CH:34]=[N:33]1.[Si](Cl)(C)(C)C, predict the reaction product. The product is: [C:1]([C:5]1[CH:30]=[CH:29][C:8]([C:9]([NH:11][CH:12]2[CH2:17][CH2:16][CH2:15][CH:14]([NH:18][C:19]3[N:27]=[C:26]([NH:37][C:35]4[CH:34]=[N:33][N:32]([CH3:31])[CH:36]=4)[N:25]=[C:24]4[C:20]=3[N:21]=[CH:22][NH:23]4)[CH2:13]2)=[O:10])=[CH:7][CH:6]=1)([CH3:4])([CH3:3])[CH3:2]. (2) Given the reactants [CH2:1]([S:3]([C:6]1[CH:20]=[CH:19][C:9]([CH2:10][NH:11]C(=O)OC(C)(C)C)=[CH:8][CH:7]=1)(=[O:5])=[O:4])[CH3:2].[C:21]([OH:27])([C:23]([F:26])([F:25])[F:24])=[O:22], predict the reaction product. The product is: [F:24][C:23]([F:26])([F:25])[C:21]([OH:27])=[O:22].[CH2:1]([S:3]([C:6]1[CH:20]=[CH:19][C:9]([CH2:10][NH2:11])=[CH:8][CH:7]=1)(=[O:5])=[O:4])[CH3:2]. (3) Given the reactants [CH2:1]([O:8][C:9]1[CH:14]=[C:13]([O:15][CH2:16][C:17]2[CH:22]=[CH:21][CH:20]=[CH:19][CH:18]=2)[C:12]([CH:23]([CH3:25])[CH3:24])=[CH:11][C:10]=1[C:26]1[O:30][N:29]=[C:28]([C:31]([NH:33][CH2:34][CH3:35])=[O:32])[C:27]=1[C:36](=[N:38][OH:39])[NH2:37])[C:2]1[CH:7]=[CH:6][CH:5]=[CH:4][CH:3]=1.[Cl:40][C:41]([Cl:52])([Cl:51])[C:42](O[C:42](=O)[C:41]([Cl:52])([Cl:51])[Cl:40])=O, predict the reaction product. The product is: [CH2:1]([O:8][C:9]1[CH:14]=[C:13]([O:15][CH2:16][C:17]2[CH:22]=[CH:21][CH:20]=[CH:19][CH:18]=2)[C:12]([CH:23]([CH3:25])[CH3:24])=[CH:11][C:10]=1[C:26]1[O:30][N:29]=[C:28]([C:31]([NH:33][CH2:34][CH3:35])=[O:32])[C:27]=1[C:36]1[N:37]=[C:42]([C:41]([Cl:52])([Cl:51])[Cl:40])[O:39][N:38]=1)[C:2]1[CH:7]=[CH:6][CH:5]=[CH:4][CH:3]=1. (4) Given the reactants [CH2:1]([N:8]1[C:16]2[C:11](=[CH:12][CH:13]=[CH:14][CH:15]=2)[C:10]([CH:17]=[O:18])=[C:9]1[CH:19]([CH3:21])[CH3:20])[C:2]1[CH:7]=[CH:6][CH:5]=[CH:4][CH:3]=1.CC(=CC)C.[OH:27]P([O-])(O)=O.[K+].Cl([O-])=O.[Na+], predict the reaction product. The product is: [CH2:1]([N:8]1[C:16]2[C:11](=[CH:12][CH:13]=[CH:14][CH:15]=2)[C:10]([C:17]([OH:27])=[O:18])=[C:9]1[CH:19]([CH3:21])[CH3:20])[C:2]1[CH:3]=[CH:4][CH:5]=[CH:6][CH:7]=1. (5) Given the reactants C[O:2][C:3](=[O:24])[C:4]([NH:7][C:8]([C:10]1[CH:19]=[CH:18][C:17]2[C:12](=[CH:13][CH:14]=[CH:15][CH:16]=2)[C:11]=1[O:20][CH2:21][CH2:22][OH:23])=[O:9])([CH3:6])[CH3:5].[CH2:25]1[C:33]2[C:28](=[CH:29][C:30](O)=[CH:31][CH:32]=2)[CH2:27][CH2:26]1.CCOC(/N=N/C(OCC)=O)=O.C(O)(=O)CC(CC(O)=O)(C(O)=O)O, predict the reaction product. The product is: [CH2:25]1[C:33]2[C:28](=[CH:29][C:30]([O:23][CH2:22][CH2:21][O:20][C:11]3[C:12]4[C:17](=[CH:16][CH:15]=[CH:14][CH:13]=4)[CH:18]=[CH:19][C:10]=3[C:8]([NH:7][C:4]([CH3:5])([CH3:6])[C:3]([OH:2])=[O:24])=[O:9])=[CH:31][CH:32]=2)[CH2:27][CH2:26]1. (6) The product is: [ClH:12].[ClH:12].[C:4]([CH:3]([N:26]1[CH2:27][CH2:28][N:23]([CH2:14][C:15]([C:17]2[CH:22]=[CH:21][CH:20]=[CH:19][CH:18]=2)=[O:16])[CH2:24][CH2:25]1)[CH3:2])(=[O:5])[C:6]1[CH:11]=[CH:10][CH:9]=[CH:8][CH:7]=1. Given the reactants Br[CH2:2][CH2:3][C:4]([C:6]1[CH:11]=[CH:10][CH:9]=[CH:8][CH:7]=1)=[O:5].[ClH:12].Cl.[CH2:14]([N:23]1[CH2:28][CH2:27][NH:26][CH2:25][CH2:24]1)[C:15]([C:17]1[CH:22]=[CH:21][CH:20]=[CH:19][CH:18]=1)=[O:16].C([O-])([O-])=O.[K+].[K+], predict the reaction product. (7) Given the reactants [F:1][C:2]1[CH:7]=[CH:6][C:5]([N:8]2[C:16]3[C:11](=[CH:12][C:13]([O:17][C@@H:18]([C:22]4[CH:27]=[CH:26][CH:25]=[CH:24][CH:23]=4)[C@H:19]([NH2:21])[CH3:20])=[CH:14][CH:15]=3)[CH:10]=[N:9]2)=[CH:4][CH:3]=1.[Cl:28][CH:29]([Cl:33])[C:30](Cl)=[O:31], predict the reaction product. The product is: [Cl:28][CH:29]([Cl:33])[C:30]([NH:21][C@@H:19]([CH3:20])[C@H:18]([O:17][C:13]1[CH:12]=[C:11]2[C:16](=[CH:15][CH:14]=1)[N:8]([C:5]1[CH:4]=[CH:3][C:2]([F:1])=[CH:7][CH:6]=1)[N:9]=[CH:10]2)[C:22]1[CH:23]=[CH:24][CH:25]=[CH:26][CH:27]=1)=[O:31]. (8) Given the reactants C1(C)C=CC=CC=1.C[N+]1([O-])[CH2:14][CH2:13][O:12]CC1.[Cl:16][C:17]1[CH:22]=[C:21]([Cl:23])[C:20]([S:24][CH2:25][C:26]([F:29])([F:28])[F:27])=CC=1B(O)O.Cl, predict the reaction product. The product is: [Cl:16][C:17]1[CH:22]=[C:21]([Cl:23])[C:20]([S:24][CH2:25][C:26]([F:27])([F:28])[F:29])=[CH:14][C:13]=1[OH:12].